Dataset: Full USPTO retrosynthesis dataset with 1.9M reactions from patents (1976-2016). Task: Predict the reactants needed to synthesize the given product. (1) Given the product [CH2:27]([O:26][C:24](=[O:25])[CH2:23][NH:2][C@H:3]([C:12]([O:14][CH3:15])=[O:13])[CH2:4][C:5]([O:7][C:8]([CH3:10])([CH3:11])[CH3:9])=[O:6])[C:28]1[CH:33]=[CH:32][CH:31]=[CH:30][CH:29]=1, predict the reactants needed to synthesize it. The reactants are: Cl.[NH2:2][C@H:3]([C:12]([O:14][CH3:15])=[O:13])[CH2:4][C:5]([O:7][C:8]([CH3:11])([CH3:10])[CH3:9])=[O:6].C(=O)([O-])[O-].[K+].[K+].Br[CH2:23][C:24]([O:26][CH2:27][C:28]1[CH:33]=[CH:32][CH:31]=[CH:30][CH:29]=1)=[O:25]. (2) Given the product [CH3:33][C:22]1[C:21]([CH3:34])=[C:20]([O:19][C:13]2[C:12]3[C:17](=[CH:18][C:9]([OH:8])=[C:10]([C:35]#[N:36])[CH:11]=3)[N:16]=[CH:15][CH:14]=2)[CH:25]=[CH:24][C:23]=1[NH:26][C:27]([NH:29][CH:30]1[CH2:31][CH2:32]1)=[O:28], predict the reactants needed to synthesize it. The reactants are: C([O:8][C:9]1[CH:18]=[C:17]2[C:12]([C:13]([O:19][C:20]3[CH:25]=[CH:24][C:23]([NH:26][C:27]([NH:29][CH:30]4[CH2:32][CH2:31]4)=[O:28])=[C:22]([CH3:33])[C:21]=3[CH3:34])=[CH:14][CH:15]=[N:16]2)=[CH:11][C:10]=1[C:35]#[N:36])C1C=CC=CC=1.